Task: Binary Classification. Given a T-cell receptor sequence (or CDR3 region) and an epitope sequence, predict whether binding occurs between them.. Dataset: TCR-epitope binding with 47,182 pairs between 192 epitopes and 23,139 TCRs (1) The epitope is FLNRFTTTL. The TCR CDR3 sequence is CASSTDLRGMNTEAFF. Result: 0 (the TCR does not bind to the epitope). (2) The epitope is RQLLFVVEV. The TCR CDR3 sequence is CASSYTQGSNEQYF. Result: 0 (the TCR does not bind to the epitope). (3) The epitope is ILGLPTQTV. Result: 0 (the TCR does not bind to the epitope). The TCR CDR3 sequence is CASNQGTQYF. (4) The epitope is AYAQKIFKI. The TCR CDR3 sequence is CASSPRTGNSGANVLTF. Result: 1 (the TCR binds to the epitope). (5) The epitope is MLNIPSINV. The TCR CDR3 sequence is CASSLSGGNEQFF. Result: 0 (the TCR does not bind to the epitope). (6) The epitope is KTSVDCTMYI. The TCR CDR3 sequence is CAIRGTSGRDSEQFF. Result: 0 (the TCR does not bind to the epitope). (7) The epitope is QECVRGTTVL. The TCR CDR3 sequence is CATSDFRDSSNEQFF. Result: 0 (the TCR does not bind to the epitope). (8) The epitope is ISDYDYYRY. The TCR CDR3 sequence is CSARDLEVLSYEQYF. Result: 0 (the TCR does not bind to the epitope). (9) The TCR CDR3 sequence is CASSQDRGGNTIYF. Result: 0 (the TCR does not bind to the epitope). The epitope is FLKEKGGL. (10) The epitope is YEGNSPFHPL. The TCR CDR3 sequence is CASSPDSSGTPYEQYF. Result: 0 (the TCR does not bind to the epitope).